From a dataset of Catalyst prediction with 721,799 reactions and 888 catalyst types from USPTO. Predict which catalyst facilitates the given reaction. (1) The catalyst class is: 9. Product: [OH:19][CH:18]=[C:3]1[CH2:4][CH2:5][C:6]2[C:7]3[C:12](=[CH:11][CH:10]=[C:9]([C:15]([OH:17])=[O:16])[CH:8]=3)[NH:13][C:14]=2[C:2]1=[O:1]. Reactant: [O:1]=[C:2]1[C:14]2[NH:13][C:12]3[C:7](=[CH:8][C:9]([C:15]([OH:17])=[O:16])=[CH:10][CH:11]=3)[C:6]=2[CH2:5][CH2:4][CH2:3]1.[CH:18](OCC)=[O:19].Cl. (2) Reactant: [OH:1][C:2]1[CH:7]=[CH:6][C:5]([N:8]2[C:13](=[O:14])[C:12]([CH2:15][C:16]3[CH:21]=[CH:20][C:19]([C:22]4[C:23]([C:28]#[N:29])=[CH:24][CH:25]=[CH:26][CH:27]=4)=[CH:18][CH:17]=3)=[C:11]([CH2:30][CH2:31][CH3:32])[N:10]=[C:9]2[CH3:33])=[CH:4][CH:3]=1.[CH3:34][CH:35](O)[CH2:36][C:37]#[CH:38].C1(P(C2C=CC=CC=2)C2C=CC=CC=2)C=CC=CC=1.[N:60]([C:61]([O:63]C(C)C)=[O:62])=[N:60][C:61]([O:63]C(C)C)=[O:62]. Product: [CH3:33][C:9]1[N:8]([C:5]2[CH:4]=[CH:3][C:2]([O:1][CH:35]([CH3:34])[CH2:36][C:37]#[CH:38])=[CH:7][CH:6]=2)[C:13](=[O:14])[C:12]([CH2:15][C:16]2[CH:21]=[CH:20][C:19]([C:22]3[CH:27]=[CH:26][CH:25]=[CH:24][C:23]=3[C:28]3[NH:60][C:61](=[O:62])[O:63][N:29]=3)=[CH:18][CH:17]=2)=[C:11]([CH2:30][CH2:31][CH3:32])[N:10]=1. The catalyst class is: 253. (3) Reactant: Cl.[NH2:2][C:3]1[NH:7][N:6]=[C:5]([NH:8][C:9]2[CH:14]=[C:13]([C:15]([F:18])([F:17])[F:16])[C:12]([C:19]3[CH:24]=[CH:23][C:22]([S:25]([NH:28][C:29]4([CH3:33])[CH2:32][NH:31][CH2:30]4)(=[O:27])=[O:26])=[CH:21][CH:20]=3)=[C:11]([Cl:34])[CH:10]=2)[N:4]=1.[CH3:35][C:36]([CH3:38])=O.C(O)(=O)C.C([BH3-])#N.[Na+]. Product: [ClH:34].[NH2:2][C:3]1[NH:7][N:6]=[C:5]([NH:8][C:9]2[CH:14]=[C:13]([C:15]([F:16])([F:18])[F:17])[C:12]([C:19]3[CH:24]=[CH:23][C:22]([S:25]([NH:28][C:29]4([CH3:33])[CH2:32][N:31]([CH:36]([CH3:38])[CH3:35])[CH2:30]4)(=[O:26])=[O:27])=[CH:21][CH:20]=3)=[C:11]([Cl:34])[CH:10]=2)[N:4]=1. The catalyst class is: 5. (4) The catalyst class is: 102. Reactant: [F:1][C@H:2]1[C@H:6]([F:7])[CH2:5][N:4]([C:8]2[CH:13]=[CH:12][N:11]=[C:10]([C:14]3[C:18]4[C:19]([NH:23][CH:24]([CH3:26])[CH3:25])=[N:20][CH:21]=[CH:22][C:17]=4[N:16](CC4C=CC(OC)=CC=4)[N:15]=3)[CH:9]=2)[CH2:3]1.ClC1C=CN=C(C2C3C(NC(C)C)=NC=CC=3N(CC3C=CC(OC)=CC=3)N=2)C=1.Cl.F[C@H]1[C@H](F)CNC1.CC1(C)C2C(=C(P(C3C=CC=CC=3)C3C=CC=CC=3)C=CC=2)OC2C(P(C3C=CC=CC=3)C3C=CC=CC=3)=CC=CC1=2.C(=O)([O-])[O-].[Cs+].[Cs+]. Product: [F:1][C@H:2]1[C@H:6]([F:7])[CH2:5][N:4]([C:8]2[CH:13]=[CH:12][N:11]=[C:10]([C:14]3[C:18]4[C:19]([NH:23][CH:24]([CH3:26])[CH3:25])=[N:20][CH:21]=[CH:22][C:17]=4[NH:16][N:15]=3)[CH:9]=2)[CH2:3]1. (5) Reactant: [N+:1]([C:4]1[CH:5]=[N:6][C:7]2[C:12]([C:13]=1[NH:14][CH2:15][CH2:16][CH2:17][C:18]([O:20][CH2:21][CH3:22])=[O:19])=[N:11][CH:10]=[CH:9][CH:8]=2)([O-])=O. Product: [NH2:1][C:4]1[CH:5]=[N:6][C:7]2[C:12]([C:13]=1[NH:14][CH2:15][CH2:16][CH2:17][C:18]([O:20][CH2:21][CH3:22])=[O:19])=[N:11][CH:10]=[CH:9][CH:8]=2. The catalyst class is: 612. (6) Reactant: [F:1][C:2]1[CH:7]=[C:6]([C:8]([F:11])([F:10])[F:9])[CH:5]=[CH:4][C:3]=1[CH:12]1[CH2:17][C:16](=[O:18])[NH:15][C:14]([CH3:19])=[C:13]1[C:20](O)=[O:21].[NH2:23][C:24]1[CH:25]=[C:26]2[C:30](=[CH:31][CH:32]=1)[NH:29][N:28]=[C:27]2[CH2:33][CH3:34].C(Cl)CCl.CCN(CC)CC. Product: [CH2:33]([C:27]1[C:26]2[C:30](=[CH:31][CH:32]=[C:24]([NH:23][C:20]([C:13]3[CH:12]([C:3]4[CH:4]=[CH:5][C:6]([C:8]([F:11])([F:9])[F:10])=[CH:7][C:2]=4[F:1])[CH2:17][C:16](=[O:18])[NH:15][C:14]=3[CH3:19])=[O:21])[CH:25]=2)[NH:29][N:28]=1)[CH3:34]. The catalyst class is: 861. (7) Reactant: [F:1][C:2]1[CH:45]=[CH:44][C:5]([CH2:6][NH:7][C:8]2[N:43]=[CH:42][CH:41]=[CH:40][C:9]=2[C:10]([NH:12][C:13]2[CH:18]=[CH:17][C:16]([C:19]([F:25])([F:24])[C:20]([F:23])([F:22])[F:21])=[C:15]([O:26][CH2:27][CH:28]3[CH2:32][CH2:31][CH2:30][N:29]3C(OC(C)(C)C)=O)[CH:14]=2)=[O:11])=[CH:4][CH:3]=1.C(O)(C(F)(F)F)=O. Product: [F:1][C:2]1[CH:3]=[CH:4][C:5]([CH2:6][NH:7][C:8]2[N:43]=[CH:42][CH:41]=[CH:40][C:9]=2[C:10]([NH:12][C:13]2[CH:18]=[CH:17][C:16]([C:19]([F:24])([F:25])[C:20]([F:21])([F:22])[F:23])=[C:15]([O:26][CH2:27][CH:28]3[CH2:32][CH2:31][CH2:30][NH:29]3)[CH:14]=2)=[O:11])=[CH:44][CH:45]=1. The catalyst class is: 2. (8) Reactant: [F:1][C:2]1[CH:20]=[CH:19][C:18]([O:21][CH3:22])=[CH:17][C:3]=1[O:4][C:5]1[CH:6]=[CH:7][C:8]2[N:12]=[C:11]([CH2:13][OH:14])[N:10]([CH3:15])[C:9]=2[CH:16]=1.O[C:24]1[CH:25]=[C:26]([CH:31]=[CH:32][CH:33]=1)[C:27]([O:29][CH3:30])=[O:28].C(P(CCCC)CCCC)CCC.N(C(N1CCCCC1)=O)=NC(N1CCCCC1)=O. Product: [F:1][C:2]1[CH:20]=[CH:19][C:18]([O:21][CH3:22])=[CH:17][C:3]=1[O:4][C:5]1[CH:6]=[CH:7][C:8]2[N:12]=[C:11]([CH2:13][O:14][C:24]3[CH:25]=[C:26]([CH:31]=[CH:32][CH:33]=3)[C:27]([O:29][CH3:30])=[O:28])[N:10]([CH3:15])[C:9]=2[CH:16]=1. The catalyst class is: 4. (9) Reactant: [Cl:1][C:2]1[CH:11]=[CH:10][C:5]([O:6][CH2:7][C:8]#[N:9])=[CH:4][CH:3]=1.C[O-].[Na+].Cl.Cl.[NH2:17][C:18]1[C:23](N)=[CH:22][CH:21]=[CH:20][C:19]=1[OH:25]. Product: [OH:25][C:19]1[C:18]2[NH:17][C:8]([CH2:7][O:6][C:5]3[CH:10]=[CH:11][C:2]([Cl:1])=[CH:3][CH:4]=3)=[N:9][C:23]=2[CH:22]=[CH:21][CH:20]=1. The catalyst class is: 5. (10) Reactant: [F:1][C:2]([F:16])([F:15])[C:3]1[CH:8]=[CH:7][C:6]([C:9]2[N:10]=[C:11]([SH:14])[S:12][CH:13]=2)=[CH:5][CH:4]=1.[CH3:17][O:18][C:19](=[O:35])[C:20]([O:23][C:24]1[CH:29]=[CH:28][C:27]([O:30][CH2:31][CH2:32]Br)=[CH:26][C:25]=1[CH3:34])([CH3:22])[CH3:21].[C:36]([O-])([O-])=O.[K+].[K+]. Product: [CH3:17][O:18][C:19](=[O:35])[C:20]([O:23][C:24]1[CH:29]=[C:28]([CH3:36])[C:27]([O:30][CH2:31][CH2:32][S:14][C:11]2[S:12][CH:13]=[C:9]([C:6]3[CH:5]=[CH:4][C:3]([C:2]([F:1])([F:15])[F:16])=[CH:8][CH:7]=3)[N:10]=2)=[CH:26][C:25]=1[CH3:34])([CH3:22])[CH3:21]. The catalyst class is: 10.